Dataset: Forward reaction prediction with 1.9M reactions from USPTO patents (1976-2016). Task: Predict the product of the given reaction. Given the reactants [Cl:1][C:2]1[CH:7]=[CH:6][C:5]([C:8]2[O:12][C:11]([NH:13][C:14]3[CH:15]=[CH:16][CH:17]=[C:18]4[C:23]=3[CH2:22][C:21](=[O:24])[CH2:20][CH2:19]4)=[N:10][CH:9]=2)=[CH:4][CH:3]=1.FC(F)(F)C1C=CC(C2OC(NC3C=CC=C4C=3CC(=O)CC4)=NC=2)=CC=1, predict the reaction product. The product is: [Cl:1][C:2]1[CH:7]=[CH:6][C:5]([C:8]2[O:12][C:11]([NH:13][C:14]3[CH:15]=[CH:16][CH:17]=[C:18]4[C:23]=3[CH2:22][CH:21]([OH:24])[CH2:20][CH2:19]4)=[N:10][CH:9]=2)=[CH:4][CH:3]=1.